From a dataset of Full USPTO retrosynthesis dataset with 1.9M reactions from patents (1976-2016). Predict the reactants needed to synthesize the given product. (1) Given the product [O:28]1[CH:29]=[CH:30][N:31]=[C:27]1[C:24]1[CH:23]=[CH:22][C:21]([CH2:20][C:17]2[CH:16]=[CH:15][C:14]([O:13][CH2:12][CH2:11][NH:9][CH2:8][CH2:7][N:1]3[CH2:6][CH2:5][O:4][CH2:3][CH2:2]3)=[CH:19][CH:18]=2)=[CH:26][CH:25]=1, predict the reactants needed to synthesize it. The reactants are: [N:1]1([CH2:7][CH2:8][NH2:9])[CH2:6][CH2:5][O:4][CH2:3][CH2:2]1.I[CH2:11][CH2:12][O:13][C:14]1[CH:19]=[CH:18][C:17]([CH2:20][C:21]2[CH:26]=[CH:25][C:24]([C:27]3[O:28][CH:29]=[CH:30][N:31]=3)=[CH:23][CH:22]=2)=[CH:16][CH:15]=1. (2) Given the product [Br:1][C:2]1[CH:7]=[CH:6][C:5]([C:8](=[O:10])[CH:9]=[O:15])=[CH:4][C:3]=1[F:11], predict the reactants needed to synthesize it. The reactants are: [Br:1][C:2]1[CH:7]=[CH:6][C:5]([C:8](=[O:10])[CH3:9])=[CH:4][C:3]=1[F:11].Br.CS(C)=[O:15]. (3) Given the product [CH3:16][C:17]1[CH:26]=[CH:25][C:20]([C:21]([O:23][CH3:24])=[O:22])=[CH:19][C:18]=1[C:2]1[CH:3]=[C:4]([N:10]2[CH2:15][CH2:14][O:13][CH2:12][CH2:11]2)[C:5](=[O:9])[N:6]([CH3:8])[CH:7]=1, predict the reactants needed to synthesize it. The reactants are: Br[C:2]1[CH:3]=[C:4]([N:10]2[CH2:15][CH2:14][O:13][CH2:12][CH2:11]2)[C:5](=[O:9])[N:6]([CH3:8])[CH:7]=1.[CH3:16][C:17]1[CH:26]=[CH:25][C:20]([C:21]([O:23][CH3:24])=[O:22])=[CH:19][C:18]=1B1OC(C)(C)C(C)(C)O1.C(Cl)Cl.C(=O)([O-])[O-].[Na+].[Na+].